From a dataset of Peptide-MHC class II binding affinity with 134,281 pairs from IEDB. Regression. Given a peptide amino acid sequence and an MHC pseudo amino acid sequence, predict their binding affinity value. This is MHC class II binding data. The peptide sequence is LIEDINVGFKAAVAA. The MHC is DRB5_0101 with pseudo-sequence DRB5_0101. The binding affinity (normalized) is 0.248.